From a dataset of Full USPTO retrosynthesis dataset with 1.9M reactions from patents (1976-2016). Predict the reactants needed to synthesize the given product. (1) Given the product [NH2:5][CH:6]([CH3:31])[CH2:7][C:8]1[CH:9]=[C:10]2[C:14](=[C:15]([C:17]([NH2:18])=[O:19])[CH:16]=1)[N:13]([CH2:20][CH2:21][CH2:22][O:23][Si:24]([C:27]([CH3:30])([CH3:29])[CH3:28])([CH3:25])[CH3:26])[CH2:12][CH2:11]2, predict the reactants needed to synthesize it. The reactants are: C(OC(=O)[NH:5][CH:6]([CH3:31])[CH2:7][C:8]1[CH:9]=[C:10]2[C:14](=[C:15]([C:17](=[O:19])[NH2:18])[CH:16]=1)[N:13]([CH2:20][CH2:21][CH2:22][O:23][Si:24]([C:27]([CH3:30])([CH3:29])[CH3:28])([CH3:26])[CH3:25])[CH2:12][CH2:11]2)C.[OH-].[K+]. (2) Given the product [CH3:1][S:2]([O:15][CH2:14][CH2:13][C:9]1[CH:10]=[CH:11][CH:12]=[C:7]([F:6])[CH:8]=1)(=[O:4])=[O:3], predict the reactants needed to synthesize it. The reactants are: [CH3:1][S:2](Cl)(=[O:4])=[O:3].[F:6][C:7]1[CH:8]=[C:9]([CH2:13][CH2:14][OH:15])[CH:10]=[CH:11][CH:12]=1.C(N(CC)CC)C. (3) Given the product [CH3:12][O:11][CH2:10][CH2:9][NH:8][CH2:13][C:14]1[CH:22]=[CH:21][C:17]([C:18]([NH:86][C:85]2[CH:87]=[CH:88][CH:89]=[C:83]([C:82]3[N:77]4[N:76]=[C:75]([C:72]5[CH:73]=[CH:74][N:69]=[CH:70][CH:71]=5)[CH:90]=[C:78]4[N:79]=[CH:80][CH:81]=3)[CH:84]=2)=[O:20])=[CH:16][C:15]=1[C:23]([F:24])([F:25])[F:26], predict the reactants needed to synthesize it. The reactants are: C(OC([N:8]([CH2:13][C:14]1[CH:22]=[CH:21][C:17]([C:18]([OH:20])=O)=[CH:16][C:15]=1[C:23]([F:26])([F:25])[F:24])[CH2:9][CH2:10][O:11][CH3:12])=O)(C)(C)C.CCN(C(C)C)C(C)C.C1CN([P+](ON2N=NC3C=CC=CC2=3)(N2CCCC2)N2CCCC2)CC1.F[P-](F)(F)(F)(F)F.[N:69]1[CH:74]=[CH:73][C:72]([C:75]2[CH:90]=[C:78]3[N:79]=[CH:80][CH:81]=[C:82]([C:83]4[CH:84]=[C:85]([CH:87]=[CH:88][CH:89]=4)[NH2:86])[N:77]3[N:76]=2)=[CH:71][CH:70]=1. (4) Given the product [C:12]([O:11][C:9]([NH:16][CH2:17][C:18](=[C:20]1[CH2:25][CH2:24][CH2:23][N:22]([C:26]2[C:35]([O:36][CH3:37])=[C:34]3[C:29]([C:30](=[O:44])[C:31]([C:41]([OH:43])=[O:42])=[CH:32][N:33]3[CH:38]3[CH2:40][CH2:39]3)=[CH:28][C:27]=2[F:45])[CH2:21]1)[F:19])=[O:10])([CH3:13])([CH3:14])[CH3:15], predict the reactants needed to synthesize it. The reactants are: [CH3:13][C:12]([O:11][C:9](O[C:9]([O:11][C:12]([CH3:15])([CH3:14])[CH3:13])=[O:10])=[O:10])([CH3:15])[CH3:14].[NH2:16][CH2:17][C:18](=[C:20]1[CH2:25][CH2:24][CH2:23][N:22]([C:26]2[C:35]([O:36][CH3:37])=[C:34]3[C:29]([C:30](=[O:44])[C:31]([C:41]([OH:43])=[O:42])=[CH:32][N:33]3[CH:38]3[CH2:40][CH2:39]3)=[CH:28][C:27]=2[F:45])[CH2:21]1)[F:19].CCN(CC)CC. (5) Given the product [CH:11]1([N:10]([CH:17]2[CH2:18][CH2:19][CH2:20][CH2:21][CH2:22]2)[CH2:9][CH2:8][CH:5]2[CH2:6][CH2:7][CH:2]([NH:1][C:24]([NH:36][C@H:37]([CH3:52])[C:38]([OH:39])([C:46]3[CH:51]=[CH:50][CH:49]=[CH:48][CH:47]=3)[C:40]3[CH:45]=[CH:44][CH:43]=[CH:42][CH:41]=3)=[O:25])[CH2:3][CH2:4]2)[CH2:16][CH2:15][CH2:14][CH2:13][CH2:12]1, predict the reactants needed to synthesize it. The reactants are: [NH2:1][CH:2]1[CH2:7][CH2:6][CH:5]([CH2:8][CH2:9][N:10]([CH:17]2[CH2:22][CH2:21][CH2:20][CH2:19][CH2:18]2)[CH:11]2[CH2:16][CH2:15][CH2:14][CH2:13][CH2:12]2)[CH2:4][CH2:3]1.Cl[C:24](OC1C=CC([N+]([O-])=O)=CC=1)=[O:25].[NH2:36][C@@H:37]([CH3:52])[C:38]([C:46]1[CH:51]=[CH:50][CH:49]=[CH:48][CH:47]=1)([C:40]1[CH:45]=[CH:44][CH:43]=[CH:42][CH:41]=1)[OH:39].C(N(C(C)C)CC)(C)C. (6) Given the product [F:9][C:2]([F:1])([CH3:8])/[CH:3]=[CH:4]/[C:5]([NH:26][CH2:25][CH2:24][NH:23][C:20]1[S:21][CH:22]=[C:18]([CH3:17])[N:19]=1)=[O:7], predict the reactants needed to synthesize it. The reactants are: [F:1][C:2]([F:9])([CH3:8])/[CH:3]=[CH:4]/[C:5]([OH:7])=O.C(Cl)(=O)C(Cl)=O.Cl.[CH3:17][C:18]1[N:19]=[C:20]([NH:23][CH2:24][CH2:25][NH2:26])[S:21][CH:22]=1.C(N(C(C)C)CC)(C)C.